Dataset: Forward reaction prediction with 1.9M reactions from USPTO patents (1976-2016). Task: Predict the product of the given reaction. (1) Given the reactants C(C1CCCCC1=O)(=O)C(C)C.Cl.[CH3:14][O:15][C:16](=[O:19])[CH2:17][NH2:18].Br[C:21]1[C:30]([CH3:31])=[C:29]([Br:32])[C:28]2[C:23](=[CH:24][C:25]([F:34])=[CH:26][C:27]=2[F:33])[N:22]=1.C(=O)([O-])[O-].[Cs+].[Cs+], predict the reaction product. The product is: [Br:32][C:29]1[C:28]2[C:23](=[CH:24][C:25]([F:34])=[CH:26][C:27]=2[F:33])[N:22]=[C:21]([NH:18][CH2:17][C:16]([O:15][CH3:14])=[O:19])[C:30]=1[CH3:31]. (2) Given the reactants [C:1]1([C:7]#[C:8][C:9]2[N:13]3[CH:14]=[CH:15][CH:16]=[CH:17][C:12]3=[N:11][C:10]=2[CH2:18][O:19][CH2:20][C:21]([O:23]CC)=[O:22])[CH:6]=[CH:5][CH:4]=[CH:3][CH:2]=1.CO.[OH-].[Na+:29], predict the reaction product. The product is: [C:1]1([C:7]#[C:8][C:9]2[N:13]3[CH:14]=[CH:15][CH:16]=[CH:17][C:12]3=[N:11][C:10]=2[CH2:18][O:19][CH2:20][C:21]([O-:23])=[O:22])[CH:2]=[CH:3][CH:4]=[CH:5][CH:6]=1.[Na+:29]. (3) Given the reactants [CH:1]1[C:10]2[C:5](=[CH:6][CH:7]=[CH:8][CH:9]=2)[CH:4]=[CH:3][C:2]=1[O:11][C:12]1[CH:18]=[CH:17][C:15]([NH2:16])=[CH:14][CH:13]=1.C[N:20]([CH:22]=O)C.Br[CH2:25][C:26]([C:28]1[CH:33]=[CH:32][C:31]([O:34][CH2:35][CH2:36][CH2:37][N:38]([CH2:41][CH3:42])[CH2:39][CH3:40])=[CH:30][CH:29]=1)=O, predict the reaction product. The product is: [CH2:10]([C:22]1[N:16]([C:15]2[CH:17]=[CH:18][C:12]([O:11][C:2]3[CH:3]=[CH:4][C:5]4[C:10](=[CH:9][CH:8]=[CH:7][CH:6]=4)[CH:1]=3)=[CH:13][CH:14]=2)[CH:25]=[C:26]([C:28]2[CH:33]=[CH:32][C:31]([O:34][CH2:35][CH2:36][CH2:37][N:38]([CH2:41][CH3:42])[CH2:39][CH3:40])=[CH:30][CH:29]=2)[N:20]=1)[CH2:1][CH2:2][CH3:3]. (4) Given the reactants [F:1][C:2]1[CH:10]=[C:9]2[C:5]([CH:6]=[N:7][NH:8]2)=[CH:4][C:3]=1[C:11]#N.[H-].C([Al+]CC(C)C)C(C)C.C(OCC)(=[O:25])C.C(O)(=O)C(C(C(O)=O)O)O, predict the reaction product. The product is: [F:1][C:2]1[CH:10]=[C:9]2[C:5]([CH:6]=[N:7][NH:8]2)=[CH:4][C:3]=1[CH:11]=[O:25]. (5) Given the reactants C([N:8]1[CH2:13][CH2:12][CH:11]([OH:14])[CH:10]([C:15]([CH3:23])([CH3:22])[O:16][SiH2:17][C:18]([CH3:21])([CH3:20])[CH3:19])[CH2:9]1)C1C=CC=CC=1.[H][H], predict the reaction product. The product is: [C:18]([SiH2:17][O:16][C:15]([CH3:23])([CH3:22])[CH:10]1[CH:11]([OH:14])[CH2:12][CH2:13][NH:8][CH2:9]1)([CH3:21])([CH3:19])[CH3:20]. (6) Given the reactants [NH:1]1[C:5]2=[CH:6][N:7]=[C:8]([NH:10][C:11]3[C:12]4[CH:19]=[C:18]([C:20](O)=[O:21])[NH:17][C:13]=4[N:14]=[CH:15][N:16]=3)[CH:9]=[C:4]2[CH:3]=[N:2]1.[CH3:23][N:24]([CH3:29])[CH2:25][CH2:26][NH:27][CH3:28], predict the reaction product. The product is: [CH3:23][N:24]([CH3:29])[CH2:25][CH2:26][N:27]([CH3:28])[C:20]([C:18]1[NH:17][C:13]2[N:14]=[CH:15][N:16]=[C:11]([NH:10][C:8]3[CH:9]=[C:4]4[CH:3]=[N:2][NH:1][C:5]4=[CH:6][N:7]=3)[C:12]=2[CH:19]=1)=[O:21]. (7) Given the reactants [CH2:1]([O:8][C:9]1[CH:14]=[CH:13][N:12]([C:15]2[CH:16]=[CH:17][C:18]3[C:19]4[CH2:28][NH:27][CH2:26][CH2:25][C:20]=4[N:21]([CH3:24])[C:22]=3[CH:23]=2)[C:11](=[O:29])[CH:10]=1)[C:2]1[CH:7]=[CH:6][CH:5]=[CH:4][CH:3]=1.C(N(CC)CC)C.[C:37](Cl)(=[O:39])[CH3:38], predict the reaction product. The product is: [C:37]([N:27]1[CH2:26][CH2:25][C:20]2[N:21]([CH3:24])[C:22]3[CH:23]=[C:15]([N:12]4[CH:13]=[CH:14][C:9]([O:8][CH2:1][C:2]5[CH:3]=[CH:4][CH:5]=[CH:6][CH:7]=5)=[CH:10][C:11]4=[O:29])[CH:16]=[CH:17][C:18]=3[C:19]=2[CH2:28]1)(=[O:39])[CH3:38].